From a dataset of NCI-60 drug combinations with 297,098 pairs across 59 cell lines. Regression. Given two drug SMILES strings and cell line genomic features, predict the synergy score measuring deviation from expected non-interaction effect. (1) Synergy scores: CSS=35.4, Synergy_ZIP=0.0270, Synergy_Bliss=-2.29, Synergy_Loewe=-22.3, Synergy_HSA=-2.70. Cell line: HCT116. Drug 1: CC1=C(C=C(C=C1)NC2=NC=CC(=N2)N(C)C3=CC4=NN(C(=C4C=C3)C)C)S(=O)(=O)N.Cl. Drug 2: C1=NC2=C(N1)C(=S)N=C(N2)N. (2) Drug 1: C1C(C(OC1N2C=C(C(=O)NC2=O)F)CO)O. Drug 2: CC1C(C(CC(O1)OC2CC(OC(C2O)C)OC3=CC4=CC5=C(C(=O)C(C(C5)C(C(=O)C(C(C)O)O)OC)OC6CC(C(C(O6)C)O)OC7CC(C(C(O7)C)O)OC8CC(C(C(O8)C)O)(C)O)C(=C4C(=C3C)O)O)O)O. Cell line: MOLT-4. Synergy scores: CSS=52.0, Synergy_ZIP=2.05, Synergy_Bliss=2.62, Synergy_Loewe=-18.2, Synergy_HSA=0.215.